Dataset: NCI-60 drug combinations with 297,098 pairs across 59 cell lines. Task: Regression. Given two drug SMILES strings and cell line genomic features, predict the synergy score measuring deviation from expected non-interaction effect. (1) Drug 1: C1=NNC2=C1C(=O)NC=N2. Drug 2: CC1=C(C(=O)C2=C(C1=O)N3CC4C(C3(C2COC(=O)N)OC)N4)N. Cell line: UACC-257. Synergy scores: CSS=13.5, Synergy_ZIP=-4.31, Synergy_Bliss=-1.52, Synergy_Loewe=-36.2, Synergy_HSA=-0.802. (2) Drug 1: C1=CC(=CC=C1CC(C(=O)O)N)N(CCCl)CCCl.Cl. Drug 2: CC1=C2C(C(=O)C3(C(CC4C(C3C(C(C2(C)C)(CC1OC(=O)C(C(C5=CC=CC=C5)NC(=O)C6=CC=CC=C6)O)O)OC(=O)C7=CC=CC=C7)(CO4)OC(=O)C)O)C)OC(=O)C. Cell line: OVCAR-5. Synergy scores: CSS=41.2, Synergy_ZIP=0.0371, Synergy_Bliss=1.24, Synergy_Loewe=-25.6, Synergy_HSA=-0.993. (3) Drug 1: CCC1(CC2CC(C3=C(CCN(C2)C1)C4=CC=CC=C4N3)(C5=C(C=C6C(=C5)C78CCN9C7C(C=CC9)(C(C(C8N6C=O)(C(=O)OC)O)OC(=O)C)CC)OC)C(=O)OC)O.OS(=O)(=O)O. Drug 2: CCN(CC)CCNC(=O)C1=C(NC(=C1C)C=C2C3=C(C=CC(=C3)F)NC2=O)C. Cell line: SNB-75. Synergy scores: CSS=8.01, Synergy_ZIP=-1.20, Synergy_Bliss=4.26, Synergy_Loewe=-2.33, Synergy_HSA=2.44. (4) Drug 1: C(CC(=O)O)C(=O)CN.Cl. Drug 2: COCCOC1=C(C=C2C(=C1)C(=NC=N2)NC3=CC=CC(=C3)C#C)OCCOC.Cl. Cell line: MALME-3M. Synergy scores: CSS=18.4, Synergy_ZIP=-3.60, Synergy_Bliss=0.843, Synergy_Loewe=1.73, Synergy_HSA=0.695. (5) Drug 1: COC1=C(C=C2C(=C1)N=CN=C2NC3=CC(=C(C=C3)F)Cl)OCCCN4CCOCC4. Drug 2: CC1OCC2C(O1)C(C(C(O2)OC3C4COC(=O)C4C(C5=CC6=C(C=C35)OCO6)C7=CC(=C(C(=C7)OC)O)OC)O)O. Cell line: MOLT-4. Synergy scores: CSS=86.2, Synergy_ZIP=3.87, Synergy_Bliss=3.65, Synergy_Loewe=-3.17, Synergy_HSA=5.64. (6) Drug 1: CC12CCC(CC1=CCC3C2CCC4(C3CC=C4C5=CN=CC=C5)C)O. Drug 2: C1=CC(=C2C(=C1NCCNCCO)C(=O)C3=C(C=CC(=C3C2=O)O)O)NCCNCCO. Cell line: HOP-92. Synergy scores: CSS=40.7, Synergy_ZIP=2.47, Synergy_Bliss=0.629, Synergy_Loewe=-16.1, Synergy_HSA=1.61.